This data is from Blood-brain barrier permeability classification from the B3DB database. The task is: Regression/Classification. Given a drug SMILES string, predict its absorption, distribution, metabolism, or excretion properties. Task type varies by dataset: regression for continuous measurements (e.g., permeability, clearance, half-life) or binary classification for categorical outcomes (e.g., BBB penetration, CYP inhibition). Dataset: b3db_classification. (1) The drug is CC(C)=CCC1C(=O)N(c2ccccc2)N(c2ccccc2)C1=O. The result is 1 (penetrates BBB). (2) The molecule is CCOC(=O)c1cncn1[C@H](C)c1ccc(F)cc1. The result is 1 (penetrates BBB). (3) The drug is CC(C)(C)c1ccc([C@H](O)CCCN2CCC(C(O)(c3ccccc3)c3ccccc3)CC2)cc1. The result is 0 (does not penetrate BBB). (4) The molecule is NCc1ccccc1CC(=O)NC1C(=O)N2C(C(=O)O)=C(CSc3nnnn3CC(=O)O)CSC12. The result is 0 (does not penetrate BBB). (5) The molecule is COc1cc2oc(=O)c(C)c(C)c2cc1OCCCN1CCN(c2ccccc2OC)CC1. The result is 1 (penetrates BBB). (6) The drug is COc1cc(NS(C)(=O)=O)ccc1Nc1c2ccccc2nc2ccccc12. The result is 0 (does not penetrate BBB). (7) The compound is CC(=O)O[C@H]1C[C@@H]2CC[C@@H]3[C@H](CC[C@@]4(C)[C@H]3C[C@H]([N+]3(C)CCCCC3)[C@@H]4OC(C)=O)[C@@]2(C)C[C@@H]1N1CCCCC1. The result is 0 (does not penetrate BBB).